This data is from Drug half-life prediction data from Obach et al.. The task is: Regression/Classification. Given a drug SMILES string, predict its absorption, distribution, metabolism, or excretion properties. Task type varies by dataset: regression for continuous measurements (e.g., permeability, clearance, half-life) or binary classification for categorical outcomes (e.g., BBB penetration, CYP inhibition). For this dataset (half_life_obach), we predict log10(half-life) (log10 of half-life in hours). The compound is CC(=N)N1CC[C@H](SC2=C(C(=O)O)N3C(=O)[C@H]([C@@H](C)O)[C@H]3C2)C1. The log10(half-life) is -0.0200.